From a dataset of Full USPTO retrosynthesis dataset with 1.9M reactions from patents (1976-2016). Predict the reactants needed to synthesize the given product. (1) Given the product [CH:41]1([N:35]2[CH2:36][CH2:37][N:38]([C:15]3[CH:14]=[C:13]([C:16]4[CH:17]=[C:18]5[C:28]6[C:23](=[CH:24][N:25]=[C:26]([C:29]7[CH:30]=[N:31][CH:32]=[CH:33][CH:34]=7)[CH:27]=6)[NH:22][C:19]5=[N:20][CH:21]=4)[CH:12]=[CH:11][CH:10]=3)[CH2:39][CH2:40]2)[CH2:42][CH2:43]1, predict the reactants needed to synthesize it. The reactants are: C1(N2CCN([C:10]3[CH:15]=[CH:14][C:13]([C:16]4[CH:17]=[C:18]5[C:28]6[C:23](=[CH:24][N:25]=[C:26]([C:29]7[CH:30]=[N:31][CH:32]=[CH:33][CH:34]=7)[CH:27]=6)[NH:22][C:19]5=[N:20][CH:21]=4)=[CH:12][CH:11]=3)CC2)CC1.[N:35]1([C:41]2[CH:42]=[C:43](C3C=C4C5C(=CN=C(C6C=NC=CC=6)C=5)NC4=NC=3)C=CC=2)[CH2:40][CH2:39][NH:38][CH2:37][CH2:36]1. (2) Given the product [CH:11]1[CH:10]=[CH:9][C:8]([N:7]([C:18]2[CH:19]=[CH:20][C:15]([Br:14])=[CH:16][CH:17]=2)[C:1]2[CH:2]=[CH:3][CH:4]=[CH:5][CH:6]=2)=[CH:13][CH:12]=1, predict the reactants needed to synthesize it. The reactants are: [C:1]1([NH:7][C:8]2[CH:13]=[CH:12][CH:11]=[CH:10][CH:9]=2)[CH:6]=[CH:5][CH:4]=[CH:3][CH:2]=1.[Br:14][C:15]1[CH:20]=[CH:19][C:18](I)=[CH:17][CH:16]=1.NC1C=CC=CC=1. (3) Given the product [Cl:1][CH:2]([CH3:6])[C:3]([NH:16][O:15][CH2:8][C:9]1[CH:14]=[CH:13][CH:12]=[CH:11][CH:10]=1)=[O:4], predict the reactants needed to synthesize it. The reactants are: [Cl:1][CH:2]([CH3:6])[C:3](Cl)=[O:4].Cl.[CH2:8]([O:15][NH2:16])[C:9]1[CH:14]=[CH:13][CH:12]=[CH:11][CH:10]=1. (4) Given the product [Cl:1][C:2]1[CH:7]=[CH:6][C:5]([C@H:8]2[C@@H:12]([C:13]3[CH:14]=[CH:15][C:16]([Cl:19])=[CH:17][CH:18]=3)[N:11]([C:20]([N:47]3[CH2:46][CH2:45][N:44]([CH2:43][C:42]([N:41]([CH2:40][CH2:39][C:37]#[N:38])[CH3:51])=[O:50])[CH2:49][CH2:48]3)=[O:21])[C:10]([C:23]3[CH:28]=[C:27]([C:29]([C:32]#[N:33])([CH3:31])[CH3:30])[CH:26]=[CH:25][C:24]=3[O:34][CH2:35][CH3:36])=[N:9]2)=[CH:4][CH:3]=1, predict the reactants needed to synthesize it. The reactants are: [Cl:1][C:2]1[CH:7]=[CH:6][C:5]([C@H:8]2[C@@H:12]([C:13]3[CH:18]=[CH:17][C:16]([Cl:19])=[CH:15][CH:14]=3)[N:11]([C:20](Cl)=[O:21])[C:10]([C:23]3[CH:28]=[C:27]([C:29]([C:32]#[N:33])([CH3:31])[CH3:30])[CH:26]=[CH:25][C:24]=3[O:34][CH2:35][CH3:36])=[N:9]2)=[CH:4][CH:3]=1.[C:37]([CH2:39][CH2:40][N:41]([CH3:51])[C:42](=[O:50])[CH2:43][N:44]1[CH2:49][CH2:48][NH:47][CH2:46][CH2:45]1)#[N:38]. (5) Given the product [CH3:40][CH:41]([OH:42])[CH2:43][N:17]([CH2:18][CH:8]([OH:9])[CH3:3])[CH2:16][CH:15]([OH:34])[CH3:25], predict the reactants needed to synthesize it. The reactants are: C([C:3]([CH2:8][OH:9])(C)C(O)=O)O.O=[C:18]=[N:17][CH:16]1[CH2:15][C:25](C)(C)C[C:15]([CH3:25])([CH2:16][N:17]=[C:18]=O)C1.N=C=N.NCCC[Si](OC)(OC)[O:34]C.[CH3:40][C:41]([CH3:43])=[O:42]. (6) Given the product [CH3:26][O:27][C:28]1[CH:29]=[CH:30][C:31]([CH2:32][N:33]2[CH2:38][CH2:37][N:36]([CH2:39][C:40]3[CH:41]=[CH:42][C:43]([NH:46][C:23]([C:20]4[CH:21]=[CH:22][C:13]([C:3]5[C:4]([Cl:12])=[C:5]([O:10][CH3:11])[CH:6]=[C:7]([O:8][CH3:9])[C:2]=5[Cl:1])=[C:14]5[C:19]=4[N:18]=[CH:17][CH:16]=[CH:15]5)=[O:25])=[N:44][CH:45]=3)[CH2:35][CH2:34]2)=[CH:47][CH:48]=1, predict the reactants needed to synthesize it. The reactants are: [Cl:1][C:2]1[C:7]([O:8][CH3:9])=[CH:6][C:5]([O:10][CH3:11])=[C:4]([Cl:12])[C:3]=1[C:13]1[CH:22]=[CH:21][C:20]([C:23]([OH:25])=O)=[C:19]2[C:14]=1[CH:15]=[CH:16][CH:17]=[N:18]2.[CH3:26][O:27][C:28]1[CH:48]=[CH:47][C:31]([CH2:32][N:33]2[CH2:38][CH2:37][N:36]([CH2:39][C:40]3[CH:41]=[CH:42][C:43]([NH2:46])=[N:44][CH:45]=3)[CH2:35][CH2:34]2)=[CH:30][CH:29]=1. (7) Given the product [OH:2][C:3]1[CH:26]=[CH:25][C:6]2[C:7]([CH2:10][CH2:11][CH:12]3[CH2:13][CH2:14][N:15]([CH2:18][C:19]4[CH:24]=[CH:23][CH:22]=[CH:21][CH:20]=4)[CH2:16][CH2:17]3)=[N:8][O:9][C:5]=2[CH:4]=1, predict the reactants needed to synthesize it. The reactants are: C[O:2][C:3]1[CH:26]=[CH:25][C:6]2[C:7]([CH2:10][CH2:11][CH:12]3[CH2:17][CH2:16][N:15]([CH2:18][C:19]4[CH:24]=[CH:23][CH:22]=[CH:21][CH:20]=4)[CH2:14][CH2:13]3)=[N:8][O:9][C:5]=2[CH:4]=1.C([O-])(O)=O.[Na+]. (8) Given the product [C:1]([C:3]1[C:7]2[CH2:8][CH2:9][NH:10][CH:11]([C:4]([CH2:3][CH3:1])=[S:5])[C:6]=2[S:5][C:4]=1[NH:12][C:13](=[O:20])[C:14]1[CH:15]=[CH:16][CH:17]=[CH:18][CH:19]=1)#[N:2], predict the reactants needed to synthesize it. The reactants are: [C:1]([C:3]1[C:11]2[NH:10][CH2:9][CH2:8][CH2:7][C:6]=2[S:5][C:4]=1[NH:12][C:13](=[O:20])[C:14]1[CH:19]=[CH:18][CH:17]=[CH:16][CH:15]=1)#[N:2]. (9) Given the product [Cl:3][C:4]1[CH:5]=[C:6]([C:11]2[CH:20]=[CH:19][C:14]3[NH:15][C:16]([NH:18][C:31]([C:29]4[N:30]=[C:26]5[CH:25]=[CH:24][CH:23]=[C:22]([Cl:21])[N:27]5[CH:28]=4)=[O:32])=[N:17][C:13]=3[CH:12]=2)[CH:7]=[C:8]([F:10])[CH:9]=1, predict the reactants needed to synthesize it. The reactants are: Br.Br.[Cl:3][C:4]1[CH:5]=[C:6]([C:11]2[CH:20]=[CH:19][C:14]3[NH:15][C:16]([NH2:18])=[N:17][C:13]=3[CH:12]=2)[CH:7]=[C:8]([F:10])[CH:9]=1.[Cl:21][C:22]1[N:27]2[CH:28]=[C:29]([C:31](O)=[O:32])[N:30]=[C:26]2[CH:25]=[CH:24][CH:23]=1.CN(C(ON1N=NC2C=CC=CC1=2)=[N+](C)C)C.F[P-](F)(F)(F)(F)F.O.